Dataset: Full USPTO retrosynthesis dataset with 1.9M reactions from patents (1976-2016). Task: Predict the reactants needed to synthesize the given product. (1) Given the product [ClH:33].[NH2:10][C:8]1[NH:7][C:6]2[CH:32]=[C:2]([NH:1][C:38]([C:39]3[CH:40]=[CH:41][CH:42]=[CH:43][C:44]=3[C:36]([OH:46])=[O:37])=[O:45])[CH:3]=[CH:4][C:5]=2[N:9]=1, predict the reactants needed to synthesize it. The reactants are: [NH2:1][C:2]1[CH:3]=[CH:4][C:5]2[N:9]=[C:8]([N:10](C(OC(C)(C)C)=O)C(OC(C)(C)C)=O)[N:7](C(OC(C)(C)C)=O)[C:6]=2[CH:32]=1.[Cl:33]CCl.[C:36]1(=[O:46])[C:44]2[C:39](=[CH:40][CH:41]=[CH:42][CH:43]=2)[C:38](=[O:45])[O:37]1. (2) Given the product [Cl:1][C:2]1[CH:7]=[C:6]([C:8]#[C:9][C:10]2[N:11]=[C:12]([CH3:15])[N:13]([CH2:17][CH:18]([CH3:20])[CH3:19])[CH:14]=2)[CH:5]=[CH:4][N:3]=1, predict the reactants needed to synthesize it. The reactants are: [Cl:1][C:2]1[CH:7]=[C:6]([C:8]#[C:9][C:10]2[N:11]=[C:12]([CH3:15])[NH:13][CH:14]=2)[CH:5]=[CH:4][N:3]=1.Br[CH2:17][CH:18]([CH3:20])[CH3:19]. (3) Given the product [CH3:14][O:15][C:5]1[CH:6]=[CH:7][C:2]([C:1]2[N:8]=[C:10]([SH:12])[S:11][N:9]=2)=[CH:3][CH:4]=1, predict the reactants needed to synthesize it. The reactants are: [C:1](=[NH:9])([NH2:8])[C:2]1[CH:7]=[CH:6][CH:5]=[CH:4][CH:3]=1.[C:10](=[S:12])=[S:11].[S].[CH3:14][O-:15].[Na+].Cl. (4) Given the product [CH2:22]([N:29]([CH2:30][CH2:31][OH:32])[C:2]1[N:11]=[C:10]([NH:19][CH2:18][C:17]2[CH:20]=[CH:21][C:14]([Cl:13])=[CH:15][CH:16]=2)[C:9]2[C:4](=[CH:5][CH:6]=[CH:7][CH:8]=2)[N:3]=1)[C:23]1[CH:28]=[CH:27][CH:26]=[CH:25][CH:24]=1, predict the reactants needed to synthesize it. The reactants are: Cl[C:2]1[N:11]=[C:10](Cl)[C:9]2[C:4](=[CH:5][CH:6]=[CH:7][CH:8]=2)[N:3]=1.[Cl:13][C:14]1[CH:21]=[CH:20][C:17]([CH2:18][NH2:19])=[CH:16][CH:15]=1.[CH2:22]([NH:29][CH2:30][CH2:31][OH:32])[C:23]1[CH:28]=[CH:27][CH:26]=[CH:25][CH:24]=1. (5) Given the product [CH:21]([O:13][C:4]1[C:3]([O:2][CH3:1])=[CH:12][CH:11]=[C:10]2[C:5]=1[CH2:6][CH2:7][CH2:8][CH2:9]2)([CH3:23])[CH3:22], predict the reactants needed to synthesize it. The reactants are: [CH3:1][O:2][C:3]1[CH:12]=[CH:11][C:10]2[CH2:9][CH2:8][CH2:7][CH2:6][C:5]=2[C:4]=1[OH:13].C(=O)([O-])[O-].[Cs+].[Cs+].Br[CH:21]([CH3:23])[CH3:22]. (6) Given the product [F:21][C:18]1[CH:17]=[CH:16][C:15]([CH2:14][NH:13][C:11](=[O:12])[C:10]2[CH:22]=[CH:23][CH:24]=[C:25]([OH:26])[C:9]=2[OH:8])=[CH:20][CH:19]=1, predict the reactants needed to synthesize it. The reactants are: C([O:8][C:9]1[C:25]([O:26]CC2C=CC=CC=2)=[CH:24][CH:23]=[CH:22][C:10]=1[C:11]([NH:13][CH2:14][C:15]1[CH:20]=[CH:19][C:18]([F:21])=[CH:17][CH:16]=1)=[O:12])C1C=CC=CC=1.Cl. (7) Given the product [Cl:30][C:26]1[CH:25]=[C:24]([C:21]2[CH:20]=[CH:19][C:18]([CH2:17][C@H:16]([NH:15][C@@H:5]([CH2:6][OH:7])[C:4]([OH:39])=[O:3])[C:31](=[O:38])[NH:32][C:33]3[NH:37][N:36]=[N:35][N:34]=3)=[CH:23][CH:22]=2)[CH:29]=[CH:28][CH:27]=1.[C:21]1([C:24]2[CH:25]=[CH:26][CH:27]=[CH:28][CH:29]=2)[CH:20]=[CH:19][C:18]([CH2:17][C@H:16]([NH:15][C@@H:5]([CH2:6][OH:7])[C:4]([OH:39])=[O:3])[C:31](=[O:38])[NH:32][C:33]2[NH:34][N:35]=[N:36][N:37]=2)=[CH:23][CH:22]=1, predict the reactants needed to synthesize it. The reactants are: C([O:3][C:4](=[O:39])[C@@H:5]([NH:15][C@H:16]([C:31](=[O:38])[NH:32][C:33]1[NH:37][N:36]=[N:35][N:34]=1)[CH2:17][C:18]1[CH:23]=[CH:22][C:21]([C:24]2[CH:29]=[CH:28][CH:27]=[C:26]([Cl:30])[CH:25]=2)=[CH:20][CH:19]=1)[CH2:6][O:7]CC1C=CC=CC=1)C. (8) Given the product [CH2:1]([NH:9][C:17](=[O:18])[O:19][CH2:20][CH3:21])[CH2:2][C:3]1[CH:8]=[CH:7][CH:6]=[CH:5][CH:4]=1, predict the reactants needed to synthesize it. The reactants are: [CH2:1]([NH2:9])[CH2:2][C:3]1[CH:8]=[CH:7][CH:6]=[CH:5][CH:4]=1.C(=O)([O-])[O-].[Na+].[Na+].Cl[C:17]([O:19][CH2:20][CH3:21])=[O:18]. (9) Given the product [C:14]1([C:3]2[CH:4]=[C:5]([N:8]3[CH2:13][CH2:12][O:11][CH2:10][CH2:9]3)[N:6]=[N:7][CH:2]=2)[CH:15]=[CH:16][CH:17]=[CH:18][CH:19]=1, predict the reactants needed to synthesize it. The reactants are: Cl[C:2]1[N:7]=[N:6][C:5]([N:8]2[CH2:13][CH2:12][O:11][CH2:10][CH2:9]2)=[CH:4][C:3]=1[C:14]1[CH:19]=[CH:18][CH:17]=[CH:16][CH:15]=1.CCOC(C)=O.CCCCCC. (10) Given the product [F:63][C:62]([F:65])([F:64])[C:60]([OH:66])=[O:61].[CH3:39][O:38][C:35]1[N:34]=[CH:33][C:32]([NH:31][C:16]2[C:15]([C:13]3[N:12]=[C:11]([CH3:40])[N:10]=[C:9]([NH2:8])[N:14]=3)=[CH:20][C:19]([CH:21]([N:23]3[CH2:24][CH:25]([S:27]([CH3:30])(=[O:29])=[O:28])[CH2:26]3)[CH3:22])=[CH:18][N:17]=2)=[CH:37][CH:36]=1, predict the reactants needed to synthesize it. The reactants are: COC1C=CC(C[N:8](CC2C=CC(OC)=CC=2)[C:9]2[N:14]=[C:13]([C:15]3[C:16]([NH:31][C:32]4[CH:33]=[N:34][C:35]([O:38][CH3:39])=[CH:36][CH:37]=4)=[N:17][CH:18]=[C:19]([CH:21]([N:23]4[CH2:26][CH:25]([S:27]([CH3:30])(=[O:29])=[O:28])[CH2:24]4)[CH3:22])[CH:20]=3)[N:12]=[C:11]([CH3:40])[N:10]=2)=CC=1.FC(F)(F)S(O)(=O)=O.[C:60]([OH:66])([C:62]([F:65])([F:64])[F:63])=[O:61].